This data is from Forward reaction prediction with 1.9M reactions from USPTO patents (1976-2016). The task is: Predict the product of the given reaction. (1) Given the reactants [O:1]=[C:2]1[C:7]2[N:8]([CH2:15][CH2:16][CH2:17][CH2:18][CH3:19])[C:9]3[CH:10]=[CH:11][CH:12]=[CH:13][C:14]=3[C:6]=2[N:5]=[C:4]([S:20][CH2:21][C:22]([OH:24])=O)[N:3]1[C:25]1[CH:30]=[CH:29][CH:28]=[CH:27][CH:26]=1.CN(C(ON1N=NC2C=CC=NC1=2)=[N+](C)C)C.F[P-](F)(F)(F)(F)F.C(N(CC)CC)C.[CH:62]1([NH2:68])[CH2:67][CH2:66][CH2:65][CH2:64][CH2:63]1, predict the reaction product. The product is: [CH:62]1([NH:68][C:22](=[O:24])[CH2:21][S:20][C:4]2[N:3]([C:25]3[CH:26]=[CH:27][CH:28]=[CH:29][CH:30]=3)[C:2](=[O:1])[C:7]3[N:8]([CH2:15][CH2:16][CH2:17][CH2:18][CH3:19])[C:9]4[CH:10]=[CH:11][CH:12]=[CH:13][C:14]=4[C:6]=3[N:5]=2)[CH2:67][CH2:66][CH2:65][CH2:64][CH2:63]1. (2) Given the reactants [F:1][C:2]1[C:7]([F:8])=[C:6]([CH3:9])[CH:5]=[C:4](I)[C:3]=1[NH:11][C:12]([NH:14][CH:15]1[CH2:20][CH2:19][N:18]([C:21]([O:23][C:24]([CH3:27])([CH3:26])[CH3:25])=[O:22])[CH2:17][CH2:16]1)=[O:13], predict the reaction product. The product is: [F:1][C:2]1[C:3]2[NH:11][C:12](=[O:13])[N:14]([CH:15]3[CH2:20][CH2:19][N:18]([C:21]([O:23][C:24]([CH3:27])([CH3:26])[CH3:25])=[O:22])[CH2:17][CH2:16]3)[C:4]=2[CH:5]=[C:6]([CH3:9])[C:7]=1[F:8]. (3) Given the reactants [CH3:1][O:2][C:3](=[O:23])[C:4]1[CH:9]=[CH:8][C:7]([O:10][CH2:11][CH2:12][CH2:13][CH2:14][O:15]CC2C=CC=CC=2)=[CH:6][CH:5]=1, predict the reaction product. The product is: [CH3:1][O:2][C:3](=[O:23])[C:4]1[CH:5]=[CH:6][C:7]([O:10][CH2:11][CH2:12][CH2:13][CH2:14][OH:15])=[CH:8][CH:9]=1. (4) The product is: [CH3:1][S:2]([N:14]([CH2:6][CH2:7][C:8]1[CH:13]=[CH:12][CH:11]=[CH:10][CH:9]=1)[CH2:15][CH2:16][O:17][S:2]([CH3:1])(=[O:4])=[O:3])(=[O:4])=[O:3]. Given the reactants [CH3:1][S:2](Cl)(=[O:4])=[O:3].[CH2:6]([NH:14][CH2:15][CH2:16][OH:17])[CH2:7][C:8]1[CH:13]=[CH:12][CH:11]=[CH:10][CH:9]=1.C(N(CC)CC)C, predict the reaction product. (5) Given the reactants [Cl:1][C:2]1[CH:10]=[C:9]2[C:5]([C:6]3([CH:16]([C:17]4[CH:22]=[CH:21][CH:20]=[C:19]([CH3:23])[CH:18]=4)[CH2:15][C:14](=[O:24])[CH2:13][CH:12]3[C:25]3[CH:30]=[CH:29][CH:28]=[C:27]([Cl:31])[CH:26]=3)[C:7](=[O:11])[NH:8]2)=[CH:4][CH:3]=1.[N-:32]=[N+]=[N-].[Na+], predict the reaction product. The product is: [Cl:1][C:2]1[CH:10]=[C:9]2[C:5]([C@:6]3([C@@H:16]([C:17]4[CH:22]=[CH:21][CH:20]=[C:19]([CH3:23])[CH:18]=4)[CH2:15][C:14](=[O:24])[NH:32][CH2:13][C@H:12]3[C:25]3[CH:30]=[CH:29][CH:28]=[C:27]([Cl:31])[CH:26]=3)[C:7](=[O:11])[NH:8]2)=[CH:4][CH:3]=1.